This data is from Experimentally validated miRNA-target interactions with 360,000+ pairs, plus equal number of negative samples. The task is: Binary Classification. Given a miRNA mature sequence and a target amino acid sequence, predict their likelihood of interaction. (1) The miRNA is hsa-miR-7152-3p with sequence UCUGGUCCUGGACAGGAGGC. The protein sequence of the target gene is MSLQSRLSGRLAQLRAAGQLLVPPRPRPGHLAGATRTRSSTCGPPAFLGVFGRRARTSAGVGAWGAAAVGRTAGVRTWAPLAMAAKVDLSTSTDWKEAKSFLKGLSDKQREEHYFCKDFVRLKKIPTWKEMAKGVAVKVEEPRYKKDKQLNEKISLLRSDITKLEVDAIVNAANSSLLGGGGVDGCIHRAAGPLLTDECRTLQSCKTGKAKITGGYRLPAKYVIHTVGPIAYGEPSASQAAELRSCYLSSLDLLLEHRLRSVAFPCISTGVFGYPCEAAAEIVLATLREWLEQHKDKVDR.... Result: 0 (no interaction). (2) The miRNA is hsa-miR-26b-5p with sequence UUCAAGUAAUUCAGGAUAGGU. The protein sequence of the target gene is MERRRITSARRSYASETVVRGLGPSRQLGTMPRFSLSRMTPPLPARVDFSLAGALNAGFKETRASERAEMMELNDRFASYIEKVRFLEQQNKALAAELNQLRAKEPTKLADVYQAELRELRLRLDQLTANSARLEVERDNFAQDLGTLRQKLQDETNLRLEAENNLAAYRQEADEATLARVDLERKVESLEEEIQFLRKIYEEEVRELREQLAQQQVHVEMDVAKPDLTAALREIRTQYEAVATSNMQETEEWYRSKFADLTDAASRNAELLRQAKHEANDYRRQLQALTCDLESLRGTN.... Result: 0 (no interaction). (3) The miRNA is mmu-miR-365-3p with sequence UAAUGCCCCUAAAAAUCCUUAU. The protein sequence of the target gene is MADHNPDSDSTPRTLLRRVLDTADPRTPRRPRSARAGARRALLETASPRKLSGQTRTIARGRSHGARSVGRSAHIQASGHLEEQTPRTLLKNILLTAPESSILMPESVVKPVPAPQAVQPSRQESSCGSLELQLPELEPPTTLAPGLLAPGRRKQRLRLSVFQQGVDQGLSLSQEPQGNADASSLTRSLNLTFATPLQPQSVQRPGLARRPPARRAVDVGAFLRDLRDTSLAPPNIVLEDTQPFSQPMVGSPNVYHSLPCTPHTGAEDAEQAAGRKTQSSGPGLQKNSPGKPAQFLAGEA.... Result: 0 (no interaction). (4) The miRNA is ath-miR160a-5p with sequence UGCCUGGCUCCCUGUAUGCCA. The protein sequence of the target gene is MEQEKSLDPQLWHACAGSMVQIPSLNSTVFYFAQGHTEHAHAPPDFHAPRVPPLILCRVVSVKFLADAETDEVFAKITLLPLPGNDLDLENDAVLGLTPPSSDGNGNGKEKPASFAKTLTQSDANNGGGFSVPRYCAETIFPRLDYSAEPPVQTVIAKDIHGETWKFRHIYRGTPRRHLLTTGWSTFVNQKKLIAGDSIVFLRSESGDLCVGIRRAKRGGLGSNAGSDNPYPGFSGFLRDDESTTTTSKLMMMKRNGNNDGNAAATGRVRVEAVAEAVARAACGQAFEVVYYPRASTPEF.... Result: 1 (interaction).